Predict the reaction yield, written as a fraction of the theoretical maximum amount of product (1.0 means a 100% yield; for example, 0.34 means a 34% yield). From a dataset of Reaction yield outcomes from USPTO patents with 853,638 reactions. The reactants are [CH3:1][C:2]1[C:6]2[C:7](=[O:18])[N:8]([CH2:11][CH2:12][N:13]3[CH2:17][CH2:16][CH2:15][CH2:14]3)[CH2:9][CH2:10][C:5]=2[NH:4][C:3]=1[CH:19]=O.[F:21][C:22]1[CH:23]=[C:24]2[C:28](=[CH:29][C:30]=1[NH:31][C:32](=[O:36])[CH2:33][O:34][CH3:35])[NH:27][C:26](=[O:37])[CH2:25]2. No catalyst specified. The product is [F:21][C:22]1[CH:23]=[C:24]2[C:28](=[CH:29][C:30]=1[NH:31][C:32](=[O:36])[CH2:33][O:34][CH3:35])[NH:27][C:26](=[O:37])[C:25]2=[CH:19][C:3]1[NH:4][C:5]2[CH2:10][CH2:9][N:8]([CH2:11][CH2:12][N:13]3[CH2:14][CH2:15][CH2:16][CH2:17]3)[C:7](=[O:18])[C:6]=2[C:2]=1[CH3:1]. The yield is 0.817.